Dataset: Reaction yield outcomes from USPTO patents with 853,638 reactions. Task: Predict the reaction yield, written as a fraction of the theoretical maximum amount of product (1.0 means a 100% yield; for example, 0.34 means a 34% yield). (1) The reactants are I[C:2]1[NH:6][C:5]([C@@H:7]2[CH2:11][CH2:10][CH2:9][N:8]2[C:12]([O:14][C:15]([CH3:18])([CH3:17])[CH3:16])=[O:13])=[N:4][CH:3]=1.C(N(CC)CC)C.[C:26]([Si:28]([CH3:31])([CH3:30])[CH3:29])#[CH:27]. The catalyst is [Cu]I.C1C=CC([P]([Pd]([P](C2C=CC=CC=2)(C2C=CC=CC=2)C2C=CC=CC=2)([P](C2C=CC=CC=2)(C2C=CC=CC=2)C2C=CC=CC=2)[P](C2C=CC=CC=2)(C2C=CC=CC=2)C2C=CC=CC=2)(C2C=CC=CC=2)C2C=CC=CC=2)=CC=1.CN(C=O)C. The product is [CH3:29][Si:28]([C:26]#[C:27][C:2]1[NH:6][C:5]([C@@H:7]2[CH2:11][CH2:10][CH2:9][N:8]2[C:12]([O:14][C:15]([CH3:18])([CH3:17])[CH3:16])=[O:13])=[N:4][CH:3]=1)([CH3:31])[CH3:30]. The yield is 0.790. (2) The reactants are [C:1]([C:3]1[CH:4]=[C:5]([CH:9]=[CH:10][CH:11]=1)[C:6](O)=[O:7])#[N:2].C(N(CC)CC)C.ClC(OCC)=O.O.[NH2:26][NH2:27]. The catalyst is O1CCCC1. The product is [C:1]([C:3]1[CH:4]=[C:5]([CH:9]=[CH:10][CH:11]=1)[C:6]([NH:26][NH2:27])=[O:7])#[N:2]. The yield is 0.300. (3) The reactants are [CH:1]1[C:10]2[C:5](=[CH:6][CH:7]=[CH:8][CH:9]=2)[C:4]([C:11]2[N:15]3[CH:16]=[C:17]([CH:20]=O)[CH:18]=[CH:19][C:14]3=[N:13][CH:12]=2)=[CH:3][N:2]=1.[S:22]1[CH2:26][C:25](=[O:27])[NH:24][C:23]1=[O:28].C([O-])(=O)C.[Na+]. The catalyst is CC(O)=O. The product is [CH:1]1[C:10]2[C:5](=[CH:6][CH:7]=[CH:8][CH:9]=2)[C:4]([C:11]2[N:15]3[CH:16]=[C:17](/[CH:20]=[C:26]4/[C:25](=[O:27])[NH:24][C:23](=[O:28])[S:22]/4)[CH:18]=[CH:19][C:14]3=[N:13][CH:12]=2)=[CH:3][N:2]=1. The yield is 0.220. (4) The reactants are [Cl:1][C:2]1[CH:8]=[CH:7][C:5]([NH2:6])=[C:4]([I:9])[CH:3]=1.[N-:10]=[N+:11]=[N-:12].[Na+].[CH:14](OC)(OC)OC.C(O)(=O)C. The catalyst is O. The product is [Cl:1][C:2]1[CH:8]=[CH:7][C:5]([N:6]2[CH:14]=[N:12][N:11]=[N:10]2)=[C:4]([I:9])[CH:3]=1. The yield is 0.920.